Dataset: Reaction yield outcomes from USPTO patents with 853,638 reactions. Task: Predict the reaction yield, written as a fraction of the theoretical maximum amount of product (1.0 means a 100% yield; for example, 0.34 means a 34% yield). (1) The reactants are C(OC([N:8]1[CH2:12][CH2:11][C:10]([C:15]2[CH:20]=[CH:19][CH:18]=[C:17]([F:21])[C:16]=2[F:22])([O:13][CH3:14])[CH2:9]1)=O)(C)(C)C.FC(F)(F)C(O)=O. The catalyst is C(Cl)Cl. The product is [F:22][C:16]1[C:17]([F:21])=[CH:18][CH:19]=[CH:20][C:15]=1[C:10]1([O:13][CH3:14])[CH2:11][CH2:12][NH:8][CH2:9]1. The yield is 0.850. (2) The reactants are [NH2:1][C:2]1[CH:3]=[C:4]([CH:13]=[CH:14][CH:15]=1)[CH2:5][NH:6][C:7](=[O:12])[C:8]([F:11])([F:10])[F:9].C(N(CC)C(C)C)(C)C.[C:25]([NH:32][CH2:33][C:34](O)=[O:35])([O:27][C:28]([CH3:31])([CH3:30])[CH3:29])=[O:26].C1C=CC2N(O)N=NC=2C=1.CCN=C=NCCCN(C)C. The catalyst is CN(C=O)C.O. The product is [C:28]([O:27][C:25](=[O:26])[NH:32][CH2:33][C:34](=[O:35])[NH:1][C:2]1[CH:15]=[CH:14][CH:13]=[C:4]([CH2:5][NH:6][C:7](=[O:12])[C:8]([F:9])([F:10])[F:11])[CH:3]=1)([CH3:31])([CH3:29])[CH3:30]. The yield is 0.820. (3) The reactants are [Cl:1][C:2]1[CH:3]=[C:4]2[C:8](=[CH:9][CH:10]=1)[N:7]([CH:11]([C:18]1[CH:23]=[CH:22][CH:21]=[CH:20][CH:19]=1)[C:12]1[CH:17]=[CH:16][CH:15]=[CH:14][CH:13]=1)[C:6]([CH2:24][CH2:25][NH:26][S:27]([CH2:30][C:31]1[CH:36]=[CH:35][CH:34]=[CH:33][C:32]=1[CH:37]=O)(=[O:29])=[O:28])=[C:5]2[CH2:39][CH2:40][CH2:41][C:42]1[CH:51]=[CH:50][C:45]([C:46]([O:48][CH3:49])=[O:47])=[CH:44][CH:43]=1.[NH:52]([CH2:55][CH3:56])[CH2:53][CH3:54].[BH-](OC(C)=O)(OC(C)=O)OC(C)=O.[Na+]. The catalyst is ClCCCl. The product is [Cl:1][C:2]1[CH:3]=[C:4]2[C:8](=[CH:9][CH:10]=1)[N:7]([CH:11]([C:12]1[CH:13]=[CH:14][CH:15]=[CH:16][CH:17]=1)[C:18]1[CH:19]=[CH:20][CH:21]=[CH:22][CH:23]=1)[C:6]([CH2:24][CH2:25][NH:26][S:27]([CH2:30][C:31]1[CH:36]=[CH:35][CH:34]=[CH:33][C:32]=1[CH2:37][N:52]([CH2:55][CH3:56])[CH2:53][CH3:54])(=[O:29])=[O:28])=[C:5]2[CH2:39][CH2:40][CH2:41][C:42]1[CH:43]=[CH:44][C:45]([C:46]([O:48][CH3:49])=[O:47])=[CH:50][CH:51]=1. The yield is 0.410. (4) The reactants are [F:1][C:2]([F:12])([F:11])[O:3][C:4]1[CH:5]=[C:6]([CH:8]=[CH:9][CH:10]=1)[NH2:7].[F:13][C:14]([F:19])([F:18])[CH:15]1[O:17][CH2:16]1. The yield is 0.880. No catalyst specified. The product is [F:1][C:2]([F:11])([F:12])[O:3][C:4]1[CH:5]=[C:6]([NH:7][CH2:16][CH:15]([OH:17])[C:14]([F:19])([F:18])[F:13])[CH:8]=[CH:9][CH:10]=1. (5) The reactants are [H-].[K+].C([O:7][C:8](=[O:18])[CH2:9][CH:10]([CH2:14][CH:15]([CH3:17])[CH3:16])[C:11](O)=O)(C)(C)C. The catalyst is C1COCC1. The product is [CH2:14]([CH:10]1[CH2:11][O:18][C:8](=[O:7])[CH2:9]1)[CH:15]([CH3:16])[CH3:17]. The yield is 0.110. (6) The reactants are [CH3:1][O:2][C:3](=[O:24])[C:4]1[CH:9]=[CH:8][C:7]([NH:10][CH:11]2[CH2:16][CH2:15][CH2:14][CH2:13][CH:12]2[C:17]([F:20])([F:19])[F:18])=[C:6]([N+:21]([O-])=O)[CH:5]=1. The catalyst is CO.[Pd]. The product is [CH3:1][O:2][C:3](=[O:24])[C:4]1[CH:9]=[CH:8][C:7]([NH:10][CH:11]2[CH2:16][CH2:15][CH2:14][CH2:13][CH:12]2[C:17]([F:20])([F:18])[F:19])=[C:6]([NH2:21])[CH:5]=1. The yield is 0.970. (7) The reactants are [Cl:1][C:2]1[CH:10]=[CH:9][C:8]([C:11]2[N:12](C(OC(C)(C)C)=O)[C:13]3[C:18]([CH:19]=2)=[CH:17][CH:16]=[CH:15][CH:14]=3)=[C:7]2[C:3]=1[CH2:4][NH:5][C:6]2=[O:27].Cl.CO. The catalyst is CO. The product is [Cl:1][C:2]1[CH:10]=[CH:9][C:8]([C:11]2[NH:12][C:13]3[C:18]([CH:19]=2)=[CH:17][CH:16]=[CH:15][CH:14]=3)=[C:7]2[C:3]=1[CH2:4][NH:5][C:6]2=[O:27]. The yield is 0.830. (8) The reactants are [Br:1][C:2]1[CH:3]=[C:4]2[C:8](=[CH:9][CH:10]=1)[NH:7][C:6](=[O:11])/[C:5]/2=[N:12]\[C:13]1[CH:18]=[CH:17][CH:16]=[C:15]([C:19]([F:22])([F:21])[F:20])[CH:14]=1.C(N(CC)CC)C.[C:30]1(B(O)O)[CH:35]=[CH:34][CH:33]=[CH:32][CH:31]=1. The catalyst is C(Cl)Cl.C([O-])(=O)C.[Cu+2].C([O-])(=O)C. The product is [Br:1][C:2]1[CH:3]=[C:4]2[C:8](=[CH:9][CH:10]=1)[N:7]([C:30]1[CH:35]=[CH:34][CH:33]=[CH:32][CH:31]=1)[C:6](=[O:11])/[C:5]/2=[N:12]\[C:13]1[CH:18]=[CH:17][CH:16]=[C:15]([C:19]([F:20])([F:22])[F:21])[CH:14]=1. The yield is 0.200. (9) The reactants are [C:1]([O:5][C:6]([N:8]1[CH2:12][CH2:11][C:10]([C:14]2[CH:19]=[C:18]([F:20])[CH:17]=[C:16]([F:21])[CH:15]=2)([OH:13])[CH2:9]1)=[O:7])([CH3:4])([CH3:3])[CH3:2].[H-].[Na+].I[CH3:25].[Cl-].[NH4+]. The catalyst is O1CCCC1. The product is [F:20][C:18]1[CH:19]=[C:14]([C:10]2([O:13][CH3:25])[CH2:11][CH2:12][N:8]([C:6]([O:5][C:1]([CH3:4])([CH3:2])[CH3:3])=[O:7])[CH2:9]2)[CH:15]=[C:16]([F:21])[CH:17]=1. The yield is 0.660. (10) The reactants are C1(CBr)CC1.[F:6][C:7]1[CH:14]=[CH:13][C:10]([CH2:11]Br)=[CH:9][CH:8]=1.[C:15]([C:18]1[S:22][C:21]([N:23]2[CH2:27][CH2:26][NH:25][C:24]2=[O:28])=[N:20][C:19]=1[CH3:29])(=[O:17])[CH3:16]. No catalyst specified. The product is [C:15]([C:18]1[S:22][C:21]([N:23]2[CH2:27][CH2:26][N:25]([CH2:11][C:10]3[CH:13]=[CH:14][C:7]([F:6])=[CH:8][CH:9]=3)[C:24]2=[O:28])=[N:20][C:19]=1[CH3:29])(=[O:17])[CH3:16]. The yield is 0.980.